Dataset: Reaction yield outcomes from USPTO patents with 853,638 reactions. Task: Predict the reaction yield, written as a fraction of the theoretical maximum amount of product (1.0 means a 100% yield; for example, 0.34 means a 34% yield). (1) The reactants are [Br:1][C:2]1[CH:7]=[CH:6][C:5]([CH3:8])=[CH:4][N:3]=1.[Br:9]N1C(=O)CCC1=O. The catalyst is C(Cl)(Cl)(Cl)Cl.C(OOC(=O)C1C=CC=CC=1)(=O)C1C=CC=CC=1. The product is [Br:1][C:2]1[CH:7]=[CH:6][C:5]([CH2:8][Br:9])=[CH:4][N:3]=1. The yield is 0.200. (2) The reactants are [Cl:1][C:2]1[CH:7]=[CH:6][CH:5]=[CH:4][C:3]=1/[CH:8]=[CH:9]/[CH3:10].CC[C@H]1[C@H]2C[C@H]([C@H](OC3C4C(=CC=CC=4)C(O[C@H](C4C=CN=C5C=4C=C(OC)C=C5)[C@@H]4N5C[C@H](CC)[C@@H](CC5)C4)=NN=3)C3C=CN=C4C=3C=C([O:32]C)C=C4)N(CC2)C1.CS(N)(=O)=O.CC(O)(C)C.[OH2:79]. No catalyst specified. The product is [Cl:1][C:2]1[CH:7]=[CH:6][CH:5]=[CH:4][C:3]=1[C@@H:8]([OH:32])[C@H:9]([OH:79])[CH3:10]. The yield is 0.900. (3) The reactants are [CH:1]([N:3]([CH2:12][C@@H:13]([CH2:41][CH2:42][CH2:43][CH3:44])[C:14]([N:16]1[C@H:20]([C:21]([NH:23][C:24]2[CH:29]=[CH:28][CH:27]=[CH:26][N+:25]=2[O-:30])=[O:22])[CH2:19][CH2:18][N:17]1C(OCC1C=CC=CC=1)=O)=[O:15])[O:4]CC1C=CC=CC=1)=[O:2]. The catalyst is CCO.[OH-].[OH-].[Pd+2]. The product is [CH:1]([N:3]([CH2:12][C@@H:13]([CH2:41][CH2:42][CH2:43][CH3:44])[C:14]([N:16]1[C@H:20]([C:21]([NH:23][C:24]2[CH:29]=[CH:28][CH:27]=[CH:26][N+:25]=2[O-:30])=[O:22])[CH2:19][CH2:18][NH:17]1)=[O:15])[OH:4])=[O:2]. The yield is 0.400. (4) The reactants are Cl[C:2]1[CH:7]=[C:6]([C:8]2[S:12][C:11]([NH2:13])=[N:10][N:9]=2)[CH:5]=[CH:4][N:3]=1.[CH3:14][NH2:15]. The catalyst is O. The product is [NH2:13][C:11]1[S:12][C:8]([C:6]2[CH:5]=[CH:4][N:3]=[C:2]([NH:15][CH3:14])[CH:7]=2)=[N:9][N:10]=1. The yield is 0.470. (5) The catalyst is CC(N(C)C)=O.C(OCC)(=O)C. The reactants are [NH2:1][C:2]1[CH:20]=[CH:19][CH:18]=[CH:17][C:3]=1[C:4]([NH:6][C:7]1[CH:12]=[CH:11][C:10]([CH:13]([CH2:15][CH3:16])[CH3:14])=[CH:9][CH:8]=1)=[O:5].[N:21]1[CH:26]=[C:25]([CH:27]=O)[CH:24]=[N:23][CH:22]=1.OS([O-])=O.[Na+].CC1C=CC(S(O)(=O)=O)=CC=1. The product is [CH:13]([C:10]1[CH:11]=[CH:12][C:7]([N:6]2[C:4](=[O:5])[C:3]3[C:2](=[CH:20][CH:19]=[CH:18][CH:17]=3)[N:1]=[C:27]2[C:25]2[CH:26]=[N:21][CH:22]=[N:23][CH:24]=2)=[CH:8][CH:9]=1)([CH2:15][CH3:16])[CH3:14]. The yield is 0.390. (6) The reactants are [CH2:1]([O:3][C:4](=[O:28])[CH2:5][C@H:6]1[CH2:11][CH2:10][C@H:9]([CH2:12][N:13]([CH2:26][CH3:27])[C:14]2[C:19]([CH:20]=[O:21])=[CH:18][C:17]([C:22]([F:25])([F:24])[F:23])=[CH:16][N:15]=2)[CH2:8][CH2:7]1)[CH3:2].[BH4-].[Na+].[Cl-].[NH4+].O. The catalyst is C(O)C.C(OCC)(=O)C. The product is [CH2:1]([O:3][C:4](=[O:28])[CH2:5][C@H:6]1[CH2:11][CH2:10][C@H:9]([CH2:12][N:13]([CH2:26][CH3:27])[C:14]2[C:19]([CH2:20][OH:21])=[CH:18][C:17]([C:22]([F:24])([F:25])[F:23])=[CH:16][N:15]=2)[CH2:8][CH2:7]1)[CH3:2]. The yield is 0.430. (7) The reactants are C([O:3][C:4]([C:6]1[S:10][N:9]=[C:8]([C:11]2[CH:16]=[CH:15][C:14]([Cl:17])=[CH:13][CH:12]=2)[N:7]=1)=O)C.[BH4-].[Na+]. The catalyst is CCO. The product is [Cl:17][C:14]1[CH:13]=[CH:12][C:11]([C:8]2[N:7]=[C:6]([CH2:4][OH:3])[S:10][N:9]=2)=[CH:16][CH:15]=1. The yield is 0.740. (8) The reactants are [OH:1][N:2]=[C:3]([NH2:11])[C:4]1[CH:9]=[CH:8][CH:7]=[C:6]([I:10])[CH:5]=1.[C:12](Cl)(=O)[CH3:13]. The catalyst is N1C=CC=CC=1.C(OCC)(=O)C. The product is [I:10][C:6]1[CH:5]=[C:4]([C:3]2[N:11]=[C:12]([CH3:13])[O:1][N:2]=2)[CH:9]=[CH:8][CH:7]=1. The yield is 0.390. (9) The reactants are [CH3:1][O:2][C:3]1[CH:4]=[C:5]([CH:11](O)[C:12]([O:14][CH2:15][C:16]2[CH:21]=[CH:20][CH:19]=[CH:18][CH:17]=2)=[O:13])[CH:6]=[CH:7][C:8]=1[O:9][CH3:10].C(N(CC)CC)C.S([Cl:34])(C)(=O)=O. The catalyst is C(Cl)Cl. The product is [Cl:34][CH:11]([C:5]1[CH:6]=[CH:7][C:8]([O:9][CH3:10])=[C:3]([O:2][CH3:1])[CH:4]=1)[C:12]([O:14][CH2:15][C:16]1[CH:21]=[CH:20][CH:19]=[CH:18][CH:17]=1)=[O:13]. The yield is 0.560. (10) The reactants are [C:1]1([C@H:7]([CH2:9][OH:10])[NH2:8])[CH:6]=[CH:5][CH:4]=[CH:3][CH:2]=1. The catalyst is C(O)C(F)(F)F. The product is [CH:1]([C:7]1[C:9](=[O:10])[O:10][CH2:9][C@@H:7]([C:1]2[CH:6]=[CH:5][CH:4]=[CH:3][CH:2]=2)[N:8]=1)([CH3:6])[CH3:2]. The yield is 0.360.